From a dataset of Catalyst prediction with 721,799 reactions and 888 catalyst types from USPTO. Predict which catalyst facilitates the given reaction. (1) Reactant: [Cl:1][C:2]1[CH:11]=[C:10]([CH3:12])[C:9]2[C:4](=[CH:5][C:6]([OH:13])=[CH:7][CH:8]=2)[N:3]=1.[Br:14][C:15]1[CH:24]=[C:23]([CH3:25])[C:22]2[C:17](=[CH:18][C:19]([OH:26])=[CH:20][CH:21]=2)[N:16]=1.Br[CH:28]([CH3:30])[CH3:29].C([O-])([O-])=O.[Cs+].[Cs+]. Product: [Cl:1][C:2]1[CH:11]=[C:10]([CH3:12])[C:9]2[C:4](=[CH:5][C:6]([O:13][CH:17]([CH3:22])[CH3:18])=[CH:7][CH:8]=2)[N:3]=1.[Br:14][C:15]1[CH:24]=[C:23]([CH3:25])[C:22]2[C:17](=[CH:18][C:19]([O:26][CH:28]([CH3:30])[CH3:29])=[CH:20][CH:21]=2)[N:16]=1. The catalyst class is: 18. (2) Reactant: [CH:1]1[C:9]2[C:8]3[CH:10]=[CH:11][CH:12]=[CH:13][C:7]=3[O:6][C:5]=2[C:4]([OH:14])=[CH:3][CH:2]=1.[H-].[Na+].[CH:17]1([CH2:20]Br)[CH2:19][CH2:18]1. Product: [CH:17]1([CH2:20][O:14][C:4]2[C:5]3[O:6][C:7]4[CH:13]=[CH:12][CH:11]=[CH:10][C:8]=4[C:9]=3[CH:1]=[CH:2][CH:3]=2)[CH2:19][CH2:18]1. The catalyst class is: 3. (3) Reactant: C([O:3][P:4]([CH2:8][O:9][C:10]1[CH:18]=[C:17]2[C:13]([C:14]([C:40](=[O:42])[CH3:41])=[CH:15][N:16]2[CH2:19][C:20]([N:22]2[CH2:26][C@H:25]([F:27])[CH2:24][C@H:23]2[C:28](=[O:39])[NH:29][CH2:30][C:31]2[CH:36]=[CH:35][CH:34]=[C:33]([Cl:37])[C:32]=2[F:38])=[O:21])=[CH:12][CH:11]=1)([CH2:6][CH3:7])=[O:5])C.C[Si](Br)(C)C. Product: [C:40]([C:14]1[C:13]2[C:17](=[CH:18][C:10]([O:9][CH2:8][P:4]([CH2:6][CH3:7])(=[O:3])[OH:5])=[CH:11][CH:12]=2)[N:16]([CH2:19][C:20]([N:22]2[CH2:26][C@H:25]([F:27])[CH2:24][C@H:23]2[C:28](=[O:39])[NH:29][CH2:30][C:31]2[CH:36]=[CH:35][CH:34]=[C:33]([Cl:37])[C:32]=2[F:38])=[O:21])[CH:15]=1)(=[O:42])[CH3:41]. The catalyst class is: 2. (4) Reactant: [CH:1]([O:4][C:5](=[O:22])[C:6]1[CH:11]=[CH:10][C:9]([CH2:12][C:13]([C:15]2[CH:20]=[CH:19][C:18]([F:21])=[CH:17][CH:16]=2)=[O:14])=[CH:8][CH:7]=1)([CH3:3])[CH3:2].CC(C)([O-])C.[K+].Br[CH2:30][C:31]1[CH:36]=[CH:35][C:34]([C:37]([P:40](=[O:51])([O:46][C:47]([CH3:50])([CH3:49])[CH3:48])[O:41][C:42]([CH3:45])([CH3:44])[CH3:43])([F:39])[F:38])=[CH:33][CH:32]=1.C([O-])(=O)C.[NH4+]. Product: [C:47]([O:46][P:40]([C:37]([F:39])([F:38])[C:34]1[CH:35]=[CH:36][C:31]([CH2:30][CH:12]([C:9]2[CH:10]=[CH:11][C:6]([C:5]([O:4][CH:1]([CH3:3])[CH3:2])=[O:22])=[CH:7][CH:8]=2)[C:13]([C:15]2[CH:16]=[CH:17][C:18]([F:21])=[CH:19][CH:20]=2)=[O:14])=[CH:32][CH:33]=1)([O:41][C:42]([CH3:45])([CH3:44])[CH3:43])=[O:51])([CH3:48])([CH3:49])[CH3:50]. The catalyst class is: 1. (5) Reactant: [N:1]1([C:15](=[O:18])[CH2:16][CH3:17])[C@H:10]2[C@@H:5]([CH2:6][C:7]3[CH:14]=[CH:13][CH:12]=[CH:11][C:8]=3[CH2:9]2)[CH2:4][CH2:3][CH2:2]1.[N+:19]([O-])([OH:21])=[O:20].O.S(=O)(=O)(O)O. Product: [N+:19]([C:13]1[CH:12]=[CH:11][C:8]2[CH2:9][C@@H:10]3[C@H:5]([CH2:4][CH2:3][CH2:2][N:1]3[C:15](=[O:18])[CH2:16][CH3:17])[CH2:6][C:7]=2[CH:14]=1)([O-:21])=[O:20]. The catalyst class is: 463.